Dataset: Catalyst prediction with 721,799 reactions and 888 catalyst types from USPTO. Task: Predict which catalyst facilitates the given reaction. (1) Reactant: C1C=CC(P(C2C(C3C(P(C4C=CC=CC=4)C4C=CC=CC=4)=CC=C4C=3C=CC=C4)=C3C(C=CC=C3)=CC=2)C2C=CC=CC=2)=CC=1.N#N.C(=O)([O-])[O-].[Cs+].[Cs+].C(C1C=C(NS(C)(=O)=O)C(OC)=C(N[C:66](=[O:107])[NH:67][C:68]2[C:77]3[C:72](=[CH:73][CH:74]=[CH:75][CH:76]=3)[C:71]([O:78][C:79]3[CH:84]=[CH:83][N:82]=[C:81]([NH:85][C:86]4[CH:87]=[C:88]([CH:102]=[C:103]([O:105][CH3:106])[CH:104]=4)[C:89]([NH:91][CH2:92][CH2:93][O:94][CH2:95][CH2:96][O:97][CH2:98][CH2:99][O:100][CH3:101])=[O:90])[CH:80]=3)=[CH:70][CH:69]=2)C=1)(C)(C)C.ClC1C=C(OC2C3C(=CC=CC=3)C(NC(=O)[O:135][C:136]([CH3:139])([CH3:138])[CH3:137])=CC=2)C=CN=1. Product: [CH3:106][O:105][C:103]1[CH:104]=[C:86]([NH:85][C:81]2[CH:80]=[C:79]([O:78][C:71]3[C:72]4[C:77](=[CH:76][CH:75]=[CH:74][CH:73]=4)[C:68]([NH:67][C:66](=[O:107])[O:135][C:136]([CH3:139])([CH3:138])[CH3:137])=[CH:69][CH:70]=3)[CH:84]=[CH:83][N:82]=2)[CH:87]=[C:88]([C:89](=[O:90])[NH:91][CH2:92][CH2:93][O:94][CH2:95][CH2:96][O:97][CH2:98][CH2:99][O:100][CH3:101])[CH:102]=1. The catalyst class is: 333. (2) Reactant: [CH3:1][C:2]1([CH3:21])[C:11]2[C:6](=[CH:7][CH:8]=[C:9]([C:12]3[CH:13]=[C:14]([CH:17]=[CH:18][CH:19]=3)[C:15]#[N:16])[CH:10]=2)[NH:5][C:4](=O)[CH2:3]1.P12(SP3(SP(SP(S3)(S1)=S)(=S)S2)=S)=[S:23]. Product: [CH3:1][C:2]1([CH3:21])[C:11]2[C:6](=[CH:7][CH:8]=[C:9]([C:12]3[CH:13]=[C:14]([CH:17]=[CH:18][CH:19]=3)[C:15]#[N:16])[CH:10]=2)[NH:5][C:4](=[S:23])[CH2:3]1. The catalyst class is: 17. (3) Reactant: [ClH:1].C([N:9]([CH2:14][C@@H:15]1[CH2:17][C@H:16]1[CH3:18])[CH2:10][CH2:11][O:12][CH3:13])C1C=CC=CC=1. Product: [ClH:1].[CH3:13][O:12][CH2:11][CH2:10][NH:9][CH2:14][C@@H:15]1[CH2:17][C@H:16]1[CH3:18]. The catalyst class is: 320. (4) Reactant: [OH:1][C@@H:2]1[CH2:19][C@@:17]2([CH3:18])[C@@H:13]([CH:14]=[CH:15][C:16]2=[O:20])[C@H:12]2[C@H:3]1[C@:4]1([CH3:22])[CH:9]([CH2:10][CH2:11]2)[CH2:8][C:7](=[O:21])[CH2:6][CH2:5]1.O.[C:24]1(C)C(S(O)(=O)=O)=CC=C[CH:29]=1.C(OCC)(OCC)OCC. Product: [CH2:24]([O:21][C:7]1[CH2:6][CH2:5][C@@:4]2([CH3:22])[C:9](=[CH:10][CH2:11][C@@H:12]3[C@@H:3]2[C@H:2]([OH:1])[CH2:19][C@@:17]2([CH3:18])[C@H:13]3[CH2:14][CH2:15][C:16]2=[O:20])[CH:8]=1)[CH3:29]. The catalyst class is: 8. (5) Reactant: [CH2:1]([O:3][C:4](=[O:14])[O:5][C:6]1[CH:11]=[CH:10][C:9]([F:12])=[CH:8][C:7]=1[Cl:13])[CH3:2].[N+:15]([O-])([OH:17])=[O:16]. Product: [CH2:1]([O:3][C:4](=[O:14])[O:5][C:6]1[CH:11]=[C:10]([N+:15]([O-:17])=[O:16])[C:9]([F:12])=[CH:8][C:7]=1[Cl:13])[CH3:2]. The catalyst class is: 65. (6) Product: [C:29]([C:13]1[CH:12]=[N:11][N:10]2[C:6]([C:4]([OH:5])=[O:3])=[CH:7][CH:8]=[C:9]2[C:14]=1[NH:15][C:16]1[CH:21]=[CH:20][C:19]([O:22][C:23]2[CH:28]=[CH:27][CH:26]=[CH:25][CH:24]=2)=[CH:18][CH:17]=1)#[N:30]. The catalyst class is: 14. Reactant: C([O:3][C:4]([C:6]1[N:10]2[N:11]=[CH:12][C:13]([C:29]#[N:30])=[C:14]([NH:15][C:16]3[CH:21]=[CH:20][C:19]([O:22][C:23]4[CH:28]=[CH:27][CH:26]=[CH:25][CH:24]=4)=[CH:18][CH:17]=3)[C:9]2=[CH:8][CH:7]=1)=[O:5])C.[OH-].[Na+].Cl. (7) Reactant: CS(C)=O.C(Cl)(=O)C(Cl)=O.[CH2:11]([O:18][C:19]([N:21]1[CH2:25][C@@H:24]([O:26][Si:27]([C:30]([CH3:33])([CH3:32])[CH3:31])([CH3:29])[CH3:28])[CH2:23][C@@H:22]1[CH2:34][OH:35])=[O:20])[C:12]1[CH:17]=[CH:16][CH:15]=[CH:14][CH:13]=1.C(N(CC)CC)C. Product: [CH2:11]([O:18][C:19]([N:21]1[CH2:25][C@@H:24]([O:26][Si:27]([C:30]([CH3:31])([CH3:32])[CH3:33])([CH3:29])[CH3:28])[CH2:23][C@@H:22]1[CH:34]=[O:35])=[O:20])[C:12]1[CH:17]=[CH:16][CH:15]=[CH:14][CH:13]=1. The catalyst class is: 4.